Dataset: Forward reaction prediction with 1.9M reactions from USPTO patents (1976-2016). Task: Predict the product of the given reaction. (1) Given the reactants C1C=CC(P(C2C=CC=CC=2)C2C=CC=CC=2)=CC=1.CCN(CC)CC.I[C:28]1[CH:44]=[C:43]([O:45][CH3:46])[C:42]([O:47][CH3:48])=[CH:41][C:29]=1[C:30]([NH:32][CH2:33]/[CH:34]=[CH:35]\[C:36]([O:38][CH2:39][CH3:40])=[O:37])=[O:31], predict the reaction product. The product is: [CH3:46][O:45][C:43]1[CH:44]=[C:28]2[C:29](=[CH:41][C:42]=1[O:47][CH3:48])[C:30](=[O:31])[NH:32][CH2:33]/[C:34]/2=[CH:35]\[C:36]([O:38][CH2:39][CH3:40])=[O:37]. (2) The product is: [CH2:1]([N:3]1[C:7]2=[N:8][C:9]([CH2:32][CH3:33])=[C:10]([CH2:19][NH:20][C:21]([C:23]3[CH:24]=[C:25]([C:26]([NH:34][CH2:35][C:36]4[CH:37]=[C:38]([C:42]5[CH:47]=[CH:46][CH:45]=[C:44]([CH2:48][N:49]6[CH2:50][CH2:51][N:52]([C:55]([O:57][C:58]([CH3:61])([CH3:60])[CH3:59])=[O:56])[CH2:53][CH2:54]6)[CH:43]=5)[CH:39]=[CH:40][CH:41]=4)=[O:27])[CH:29]=[CH:30][CH:31]=3)=[O:22])[C:11]([NH:12][CH:13]3[CH2:14][CH2:15][O:16][CH2:17][CH2:18]3)=[C:6]2[CH:5]=[N:4]1)[CH3:2]. Given the reactants [CH2:1]([N:3]1[C:7]2=[N:8][C:9]([CH2:32][CH3:33])=[C:10]([CH2:19][NH:20][C:21]([C:23]3[CH:24]=[C:25]([CH:29]=[CH:30][CH:31]=3)[C:26](O)=[O:27])=[O:22])[C:11]([NH:12][CH:13]3[CH2:18][CH2:17][O:16][CH2:15][CH2:14]3)=[C:6]2[CH:5]=[N:4]1)[CH3:2].[NH2:34][CH2:35][C:36]1[CH:37]=[C:38]([C:42]2[CH:47]=[CH:46][CH:45]=[C:44]([CH2:48][N:49]3[CH2:54][CH2:53][N:52]([C:55]([O:57][C:58]([CH3:61])([CH3:60])[CH3:59])=[O:56])[CH2:51][CH2:50]3)[CH:43]=2)[CH:39]=[CH:40][CH:41]=1, predict the reaction product. (3) Given the reactants [C:1]([O:5][C:6]([N:8]1[CH2:11][CH:10]([C:12]([OH:14])=O)[CH2:9]1)=[O:7])([CH3:4])([CH3:3])[CH3:2].OC1C2N=NNC=2C=CC=1.C(Cl)CCl.Cl.[CH3:30][NH:31][O:32][CH3:33], predict the reaction product. The product is: [CH3:33][O:32][N:31]([CH3:30])[C:12]([CH:10]1[CH2:9][N:8]([C:6]([O:5][C:1]([CH3:2])([CH3:3])[CH3:4])=[O:7])[CH2:11]1)=[O:14]. (4) Given the reactants C([BH3-])#N.[Na+].[C:5](#N)[CH3:6].[CH3:8][N:9]([CH3:12])[CH:10]=O.C=O.O1C[CH2:18][CH2:17][CH2:16]1, predict the reaction product. The product is: [CH3:8][N:9]([CH3:12])[C:10]1[CH:6]=[CH:5][CH:18]=[CH:17][CH:16]=1.